From a dataset of Full USPTO retrosynthesis dataset with 1.9M reactions from patents (1976-2016). Predict the reactants needed to synthesize the given product. (1) Given the product [CH3:13][O:1][C:2]1[CH:11]=[C:10]([CH3:12])[CH:9]=[CH:8][C:3]=1[C:4]([O:6][CH3:7])=[O:5], predict the reactants needed to synthesize it. The reactants are: [OH:1][C:2]1[CH:11]=[C:10]([CH3:12])[CH:9]=[CH:8][C:3]=1[C:4]([O:6][CH3:7])=[O:5].[C:13](=O)([O-])[O-].[K+].[K+].CI. (2) Given the product [CH3:32][N:31]([CH3:33])[C@@H:28]1[CH2:29][CH2:30][N:26]([S:23]([C:15]2[CH:16]=[CH:17][C:18]([O:19][CH2:20][CH2:21][CH3:22])=[C:13]([C:8]3[NH:7][C:6]4[C:5]5[C:4](=[N:36][N:35]([CH2:37][C:38]6[CH:39]=[CH:40][C:41]([O:44][CH3:45])=[CH:42][CH:43]=6)[CH:34]=5)[N:3]=[C:2]([NH:51][CH2:50][C:49]5[CH:52]=[CH:53][C:54]([O:55][CH3:56])=[C:47]([Cl:46])[CH:48]=5)[C:11]=4[C:10](=[O:12])[N:9]=3)[CH:14]=2)(=[O:25])=[O:24])[CH2:27]1, predict the reactants needed to synthesize it. The reactants are: Cl[C:2]1[C:11]2[C:10](=[O:12])[N:9]=[C:8]([C:13]3[CH:14]=[C:15]([S:23]([N:26]4[CH2:30][CH2:29][C@@H:28]([N:31]([CH3:33])[CH3:32])[CH2:27]4)(=[O:25])=[O:24])[CH:16]=[CH:17][C:18]=3[O:19][CH2:20][CH2:21][CH3:22])[NH:7][C:6]=2[C:5]2=[CH:34][N:35]([CH2:37][C:38]3[CH:43]=[CH:42][C:41]([O:44][CH3:45])=[CH:40][CH:39]=3)[N:36]=[C:4]2[N:3]=1.[Cl:46][C:47]1[CH:48]=[C:49]([CH:52]=[CH:53][C:54]=1[O:55][CH3:56])[CH2:50][NH2:51].Cl.CCN(C(C)C)C(C)C. (3) Given the product [C:1]([O:5][C:6]([NH:8][C:9]1[CH:14]=[CH:13][CH:12]=[CH:11][C:10]=1[NH:15][C:16](=[O:24])[C:17]1[CH:22]=[CH:21][C:20]([C:28]2[CH:29]=[CH:30][N:25]=[CH:26][CH:27]=2)=[CH:19][CH:18]=1)=[O:7])([CH3:4])([CH3:3])[CH3:2], predict the reactants needed to synthesize it. The reactants are: [C:1]([O:5][C:6]([NH:8][C:9]1[CH:14]=[CH:13][CH:12]=[CH:11][C:10]=1[NH:15][C:16](=[O:24])[C:17]1[CH:22]=[CH:21][C:20](Br)=[CH:19][CH:18]=1)=[O:7])([CH3:4])([CH3:3])[CH3:2].[N:25]1[CH:30]=[CH:29][C:28](B(O)O)=[CH:27][CH:26]=1.C(=O)([O-])O.[Na+]. (4) Given the product [F:13][C:12]([F:14])([F:15])[CH2:11][CH2:10][C:7]1[CH:8]=[CH:9][C:4]([NH2:1])=[CH:5][CH:6]=1, predict the reactants needed to synthesize it. The reactants are: [N+:1]([C:4]1[CH:9]=[CH:8][C:7](/[CH:10]=[CH:11]/[C:12]([F:15])([F:14])[F:13])=[CH:6][CH:5]=1)([O-])=O. (5) Given the product [NH:1]1[C:5]2[CH:6]=[CH:7][CH:8]=[CH:9][C:4]=2[N:3]=[C:2]1[CH:10]1[CH2:15][CH2:14][N:13]([C:16]([C:18]2[CH:23]=[CH:22][C:21]([C:25]3[CH:30]=[CH:29][CH:28]=[CH:27][CH:26]=3)=[CH:20][N:19]=2)=[O:17])[CH2:12][CH2:11]1, predict the reactants needed to synthesize it. The reactants are: [NH:1]1[C:5]2[CH:6]=[CH:7][CH:8]=[CH:9][C:4]=2[N:3]=[C:2]1[CH:10]1[CH2:15][CH2:14][N:13]([C:16]([C:18]2[CH:23]=[CH:22][C:21](Br)=[CH:20][N:19]=2)=[O:17])[CH2:12][CH2:11]1.[C:25]1(B(O)O)[CH:30]=[CH:29][CH:28]=[CH:27][CH:26]=1.C([O-])(O)=O.[Na+]. (6) Given the product [C:10]1([C:6]2[CH:5]=[N:17][N:16]=[C:2]3[NH:3][N:4]=[C:8]([NH2:9])[C:7]=23)[CH:15]=[CH:14][CH:13]=[CH:12][CH:11]=1, predict the reactants needed to synthesize it. The reactants are: Cl[C:2]1[N:3]=[N:4][CH:5]=[C:6]([C:10]2[CH:15]=[CH:14][CH:13]=[CH:12][CH:11]=2)[C:7]=1[C:8]#[N:9].[NH2:16][NH2:17]. (7) Given the product [CH3:29][N:24]1[C:25]2[C:20](=[CH:19][CH:18]=[CH:17][C:16]=2[O:15][C:11]2[CH:10]=[C:9]([C:6]3[CH:7]=[CH:8][C:3]([C:2]([F:27])([F:1])[F:28])=[CH:4][CH:5]=3)[N:14]=[CH:13][N:12]=2)[N:21]=[CH:22][C:23]1=[O:26], predict the reactants needed to synthesize it. The reactants are: [F:1][C:2]([F:28])([F:27])[C:3]1[CH:8]=[CH:7][C:6]([C:9]2[N:14]=[CH:13][N:12]=[C:11]([O:15][C:16]3[CH:17]=[CH:18][CH:19]=[C:20]4[C:25]=3[NH:24][C:23](=[O:26])[CH:22]=[N:21]4)[CH:10]=2)=[CH:5][CH:4]=1.[C:29]([O-])([O-])=O.[K+].[K+].IC.